This data is from Forward reaction prediction with 1.9M reactions from USPTO patents (1976-2016). The task is: Predict the product of the given reaction. (1) Given the reactants [C:1]([O:9][CH:10]([C@@H:12]1[CH2:16][C@H:15]([OH:17])[CH:14]([O:18][CH3:19])[O:13]1)[CH3:11])(=[O:8])[C:2]1[CH:7]=[CH:6][CH:5]=[CH:4][CH:3]=1.[F:20][C:21]([F:34])([F:33])[S:22](O[S:22]([C:21]([F:34])([F:33])[F:20])(=[O:24])=[O:23])(=[O:24])=[O:23], predict the reaction product. The product is: [C:1]([O:9][CH:10]([C@@H:12]1[CH2:16][C@H:15]([O:17][S:22]([C:21]([F:34])([F:33])[F:20])(=[O:24])=[O:23])[CH:14]([O:18][CH3:19])[O:13]1)[CH3:11])(=[O:8])[C:2]1[CH:3]=[CH:4][CH:5]=[CH:6][CH:7]=1. (2) Given the reactants [N-:1]([S:9]([C:12]([F:15])([F:14])[F:13])(=[O:11])=[O:10])[S:2]([C:5]([F:8])([F:7])[F:6])(=[O:4])=[O:3].[NH:16]([S:24]([C:27]([F:30])([F:29])[F:28])(=[O:26])=[O:25])[S:17]([C:20]([F:23])([F:22])[F:21])(=[O:19])=[O:18].[C:31](=O)([O-:33])[O-:32].[Mg+2:35], predict the reaction product. The product is: [N-:1]([S:2]([C:5]([F:8])([F:6])[F:7])(=[O:4])=[O:3])[S:9]([C:12]([F:15])([F:14])[F:13])(=[O:11])=[O:10].[Mg+2:35].[N-:16]([S:17]([C:20]([F:23])([F:21])[F:22])(=[O:19])=[O:18])[S:24]([C:27]([F:30])([F:29])[F:28])(=[O:26])=[O:25].[C:31](=[O:33])=[O:32]. (3) Given the reactants [N+:1]([C:4]1[CH:10]=[C:9]([O:11][C:12]([F:15])([F:14])[F:13])[CH:8]=[CH:7][C:5]=1[NH2:6])([O-:3])=[O:2].O[CH2:17][CH:18]([CH2:20]O)O.[Na+].[N+](C1C=C(S([O-])(=O)=O)C=CC=1)([O-])=O, predict the reaction product. The product is: [N+:1]([C:4]1[CH:10]=[C:9]([O:11][C:12]([F:13])([F:14])[F:15])[CH:8]=[C:7]2[C:5]=1[N:6]=[CH:20][CH:18]=[CH:17]2)([O-:3])=[O:2].